This data is from NCI-60 drug combinations with 297,098 pairs across 59 cell lines. The task is: Regression. Given two drug SMILES strings and cell line genomic features, predict the synergy score measuring deviation from expected non-interaction effect. (1) Drug 1: C1C(C(OC1N2C=C(C(=O)NC2=O)F)CO)O. Drug 2: C1CC(C1)(C(=O)O)C(=O)O.[NH2-].[NH2-].[Pt+2]. Cell line: HT29. Synergy scores: CSS=22.3, Synergy_ZIP=-3.24, Synergy_Bliss=-2.56, Synergy_Loewe=-22.7, Synergy_HSA=-1.13. (2) Synergy scores: CSS=42.9, Synergy_ZIP=-4.39, Synergy_Bliss=-4.48, Synergy_Loewe=-30.2, Synergy_HSA=-2.42. Drug 1: CN(C)N=NC1=C(NC=N1)C(=O)N. Cell line: BT-549. Drug 2: CC1C(C(CC(O1)OC2CC(CC3=C2C(=C4C(=C3O)C(=O)C5=C(C4=O)C(=CC=C5)OC)O)(C(=O)CO)O)N)O.Cl. (3) Drug 1: CN(C)C1=NC(=NC(=N1)N(C)C)N(C)C. Drug 2: CC1C(C(=O)NC(C(=O)N2CCCC2C(=O)N(CC(=O)N(C(C(=O)O1)C(C)C)C)C)C(C)C)NC(=O)C3=C4C(=C(C=C3)C)OC5=C(C(=O)C(=C(C5=N4)C(=O)NC6C(OC(=O)C(N(C(=O)CN(C(=O)C7CCCN7C(=O)C(NC6=O)C(C)C)C)C)C(C)C)C)N)C. Cell line: HL-60(TB). Synergy scores: CSS=-18.6, Synergy_ZIP=0.371, Synergy_Bliss=-15.3, Synergy_Loewe=-21.5, Synergy_HSA=-18.9. (4) Drug 2: CC(C)CN1C=NC2=C1C3=CC=CC=C3N=C2N. Cell line: OVCAR-4. Drug 1: C1=NC(=NC(=O)N1C2C(C(C(O2)CO)O)O)N. Synergy scores: CSS=18.0, Synergy_ZIP=-8.77, Synergy_Bliss=4.07, Synergy_Loewe=-0.550, Synergy_HSA=1.21. (5) Drug 1: COC1=NC(=NC2=C1N=CN2C3C(C(C(O3)CO)O)O)N. Drug 2: CC=C1C(=O)NC(C(=O)OC2CC(=O)NC(C(=O)NC(CSSCCC=C2)C(=O)N1)C(C)C)C(C)C. Cell line: NCI/ADR-RES. Synergy scores: CSS=-0.283, Synergy_ZIP=0.613, Synergy_Bliss=1.54, Synergy_Loewe=-16.1, Synergy_HSA=-2.45.